Task: Predict the reaction yield, written as a fraction of the theoretical maximum amount of product (1.0 means a 100% yield; for example, 0.34 means a 34% yield).. Dataset: Reaction yield outcomes from USPTO patents with 853,638 reactions (1) The reactants are C(O[C:6]([N:8]1[CH2:13][CH2:12][CH2:11][C:10]([C:15]2[CH:20]=[CH:19][C:18]([Br:21])=[CH:17][CH:16]=2)([OH:14])[CH2:9]1)=O)(C)(C)C.C=O. The catalyst is C(O)=O. The product is [Br:21][C:18]1[CH:17]=[CH:16][C:15]([C:10]2([OH:14])[CH2:11][CH2:12][CH2:13][N:8]([CH3:6])[CH2:9]2)=[CH:20][CH:19]=1. The yield is 0.930. (2) The reactants are [Cl:1][C:2]1[N:10]=[C:9]2[C:5]([NH:6][CH:7]=[N:8]2)=[C:4]([Cl:11])[N:3]=1.[C:12]1([CH3:21])[CH:17]=[CH:16][CH:15]=[C:14](B(O)O)[CH:13]=1.N1C2C(=CC=C3C=2N=CC=C3)C=CC=1. The catalyst is ClCCl. The product is [Cl:1][C:2]1[N:10]=[C:9]2[C:5]([N:6]=[CH:7][N:8]2[C:14]2[CH:13]=[C:12]([CH3:21])[CH:17]=[CH:16][CH:15]=2)=[C:4]([Cl:11])[N:3]=1. The yield is 0.500. (3) The reactants are FC(F)(F)C(O)=O.[CH2:8]1[C:10]2([NH:15][CH2:14][CH2:13][CH2:12][CH2:11]2)[CH:9]1[CH2:16][NH:17][C:18]([C:20]1[NH:28][C:27]2[CH:26]=[CH:25][N:24]=[CH:23][C:22]=2[CH:21]=1)=[O:19].C(N(CC)CC)C.[CH3:36][C:37]([CH3:43])([CH3:42])[CH2:38][C:39](Cl)=[O:40]. The catalyst is ClCCl. The product is [CH3:36][C:37]([CH3:43])([CH3:42])[CH2:38][C:39]([N:15]1[C:10]2([CH2:8][CH:9]2[CH2:16][NH:17][C:18]([C:20]2[NH:28][C:27]3[CH:26]=[CH:25][N:24]=[CH:23][C:22]=3[CH:21]=2)=[O:19])[CH2:11][CH2:12][CH2:13][CH2:14]1)=[O:40]. The yield is 0.0100. (4) The reactants are Cl[C:2]1[CH:7]=[CH:6][N:5]=[C:4]2[NH:8][C:9]([CH:11]3[CH2:13][CH2:12]3)=[CH:10][C:3]=12.C(=O)([O-])[O-].[Na+].[Na+].[O:20]=[S:21]1(=[O:46])[CH2:26][CH2:25][CH:24]([NH:27][S:28]([C:31]2[CH:36]=[CH:35][C:34](B3OC(C)(C)C(C)(C)O3)=[CH:33][CH:32]=2)(=[O:30])=[O:29])[CH2:23][CH2:22]1.ClCCl. The catalyst is COCCOC.[Pd].C1(P([C-]2C=CC=C2)C2C=CC=CC=2)C=CC=CC=1.[C-]1(P(C2C=CC=CC=2)C2C=CC=CC=2)C=CC=C1.[Fe+2].O. The product is [CH:11]1([C:9]2[NH:8][C:4]3=[N:5][CH:6]=[CH:7][C:2]([C:34]4[CH:33]=[CH:32][C:31]([S:28]([NH:27][CH:24]5[CH2:23][CH2:22][S:21](=[O:20])(=[O:46])[CH2:26][CH2:25]5)(=[O:29])=[O:30])=[CH:36][CH:35]=4)=[C:3]3[CH:10]=2)[CH2:13][CH2:12]1. The yield is 0.460. (5) The reactants are Br[C:2]1[C:3]([NH2:9])=[N:4][CH:5]=[C:6]([CH3:8])[CH:7]=1.[OH-:10].[K+].[C:12](=[S:14])=S. The catalyst is C(O)CO.[Cu]. The product is [CH3:8][C:6]1[CH:7]=[C:2]2[O:10][C:12](=[S:14])[NH:9][C:3]2=[N:4][CH:5]=1. The yield is 0.930. (6) The reactants are [O:1]1[C:5]2([CH2:10][CH2:9][CH2:8][CH2:7][CH2:6]2)[O:4][CH2:3][C@@H:2]1[CH:11]=O.Cl.[OH:14][NH2:15].C(=O)([O-])[O-].[Na+].[Na+].C(OCC)(=O)C. The catalyst is C1COCC1. The product is [O:1]1[C:5]2([CH2:10][CH2:9][CH2:8][CH2:7][CH2:6]2)[O:4][CH2:3][C@@H:2]1[CH:11]=[N:15][OH:14]. The yield is 0.927.